This data is from Forward reaction prediction with 1.9M reactions from USPTO patents (1976-2016). The task is: Predict the product of the given reaction. (1) Given the reactants [OH:1][C:2]1[C:3](=[O:24])[N:4]=[C:5]2[N:13]3[CH:8](CNC(=O)[C:12]=13)[CH2:7][CH:6]2[CH2:15][NH:16][C:17](=[O:23])[O:18][C:19]([CH3:22])([CH3:21])[CH3:20].[H-].[Na+].C1O[CH2:43][CH2:42]OCCOCCOCCOCCOC1.[F:45][C:46]1[CH:53]=[CH:52][C:49]([CH2:50]Br)=[CH:48][CH:47]=1.[CH3:54][N:55]([CH:57]=[O:58])[CH3:56], predict the reaction product. The product is: [C:19]([O:18][C:17](=[O:23])[NH:16][CH2:15][C:6]1([CH2:50][C:49]2[CH:52]=[CH:53][C:46]([F:45])=[CH:47][CH:48]=2)[C:5]2[N:13]3[C:12](=[C:2]([OH:1])[C:3](=[O:24])[N:4]=2)[C:57](=[O:58])[N:55]([CH2:56][C:43]2[CH:42]=[CH:53][C:46]([F:45])=[CH:47][CH:48]=2)[CH2:54][CH:8]3[CH2:7]1)([CH3:22])([CH3:21])[CH3:20]. (2) Given the reactants [Cl:1][C:2]1[CH:7]=[C:6]([O:8][C:9]([F:12])([F:11])[F:10])[CH:5]=[CH:4][C:3]=1[C:13]1[CH:18]=[CH:17][C:16]([C:19](O)=[O:20])=[CH:15][CH:14]=1.[CH3:22][N:23]([CH3:38])[CH2:24][CH2:25][N:26]([CH3:37])[C:27]1[S:28][C:29]2[CH:35]=[C:34]([NH2:36])[CH:33]=[CH:32][C:30]=2[N:31]=1, predict the reaction product. The product is: [ClH:1].[CH3:22][N:23]([CH3:38])[CH2:24][CH2:25][N:26]([CH3:37])[C:27]1[S:28][C:29]2[CH:35]=[C:34]([NH:36][C:19]([C:16]3[CH:17]=[CH:18][C:13]([C:3]4[CH:4]=[CH:5][C:6]([O:8][C:9]([F:11])([F:12])[F:10])=[CH:7][C:2]=4[Cl:1])=[CH:14][CH:15]=3)=[O:20])[CH:33]=[CH:32][C:30]=2[N:31]=1.[CH3:22][N:23]([CH3:38])[CH2:24][CH2:25][N:26]([CH3:37])[C:27]1[S:28][C:29]2[CH:35]=[C:34]([NH:36][C:19]([C:16]3[CH:17]=[CH:18][C:13]([C:3]4[CH:4]=[CH:5][C:6]([O:8][C:9]([F:11])([F:12])[F:10])=[CH:7][C:2]=4[Cl:1])=[CH:14][CH:15]=3)=[O:20])[CH:33]=[CH:32][C:30]=2[N:31]=1. (3) Given the reactants Br[C:2]1[CH:3]=[CH:4][C:5]([C:8]2[CH:13]=[CH:12][C:11]([F:14])=[CH:10][CH:9]=2)=[N:6][CH:7]=1.P.[CH2:16]([O:18][C:19](=[O:22])[CH:20]=[CH2:21])[CH3:17], predict the reaction product. The product is: [CH2:16]([O:18][C:19](=[O:22])[CH:20]=[CH:21][C:2]1[CH:7]=[N:6][C:5]([C:8]2[CH:13]=[CH:12][C:11]([F:14])=[CH:10][CH:9]=2)=[CH:4][CH:3]=1)[CH3:17]. (4) Given the reactants [N:1]([C@H:4]1[C@@H:17]([OH:18])[C@H:16]([F:19])[C@@H:15]([CH2:20][OH:21])[O:14][C@H:5]1[O:6]CC1C=CC=CC=1)=[N+]=[N-].[C:22](OC(=O)C)(=[O:24])[CH3:23], predict the reaction product. The product is: [C:22]([NH:1][C@H:4]1[C@@H:17]([OH:18])[C@H:16]([F:19])[C@@H:15]([CH2:20][OH:21])[O:14][CH:5]1[OH:6])(=[O:24])[CH3:23]. (5) Given the reactants [Cl:1][C:2]1[CH:3]=[C:4]([NH:9][C:10]2[C:19]3[C:14](=[CH:15][C:16]([O:21][C@H:22]4[CH2:26][CH2:25][O:24][CH2:23]4)=[C:17]([NH2:20])[CH:18]=3)[N:13]=[CH:12][N:11]=2)[CH:5]=[CH:6][C:7]=1[F:8].CN(C(ON1N=NC2C=CC=NC1=2)=[N+](C)C)C.F[P-](F)(F)(F)(F)F.[CH2:51]([O:53][P:54]([CH:59]([F:63])[C:60](O)=[O:61])([O:56][CH2:57][CH3:58])=[O:55])[CH3:52].C(N(C(C)C)CC)(C)C, predict the reaction product. The product is: [CH2:51]([O:53][P:54]([CH:59]([F:63])[C:60]([NH:20][C:17]1[CH:18]=[C:19]2[C:14](=[CH:15][C:16]=1[O:21][C@H:22]1[CH2:26][CH2:25][O:24][CH2:23]1)[N:13]=[CH:12][N:11]=[C:10]2[NH:9][C:4]1[CH:5]=[CH:6][C:7]([F:8])=[C:2]([Cl:1])[CH:3]=1)=[O:61])(=[O:55])[O:56][CH2:57][CH3:58])[CH3:52].